Dataset: Full USPTO retrosynthesis dataset with 1.9M reactions from patents (1976-2016). Task: Predict the reactants needed to synthesize the given product. (1) Given the product [C:27]([O:26][C:24]([N:8]([C:6]([O:5][C:1]([CH3:3])([CH3:2])[CH3:4])=[O:7])[C:9]1[O:17][C:16]2[C:11](=[N:12][CH:13]=[C:14]([CH2:18][N:35]3[CH2:36][C:33]([F:37])([F:32])[CH2:34]3)[CH:15]=2)[C:10]=1[C:20]([O:22][CH3:23])=[O:21])=[O:25])([CH3:28])([CH3:30])[CH3:29], predict the reactants needed to synthesize it. The reactants are: [C:1]([O:5][C:6]([N:8]([C:24]([O:26][C:27]([CH3:30])([CH3:29])[CH3:28])=[O:25])[C:9]1[O:17][C:16]2[C:11](=[N:12][CH:13]=[C:14]([CH:18]=O)[CH:15]=2)[C:10]=1[C:20]([O:22][CH3:23])=[O:21])=[O:7])([CH3:4])([CH3:3])[CH3:2].Cl.[F:32][C:33]1([F:37])[CH2:36][NH:35][CH2:34]1.C(O[BH-](OC(=O)C)OC(=O)C)(=O)C.[Na+]. (2) Given the product [CH3:13][CH:10]1[CH2:11][CH2:12][CH:8]([CH3:7])[N:9]1[C:14]1[CH:22]=[CH:21][C:17]([C:18]2[O:20][N:29]=[C:28]([C:30]3[CH:35]=[CH:34][CH:33]=[CH:32][C:31]=3[O:36][CH3:37])[N:27]=2)=[CH:16][C:15]=1[N+:23]([O-:25])=[O:24], predict the reactants needed to synthesize it. The reactants are: C(Cl)(=O)C(Cl)=O.[CH3:7][CH:8]1[CH2:12][CH2:11][CH:10]([CH3:13])[N:9]1[C:14]1[CH:22]=[CH:21][C:17]([C:18]([OH:20])=O)=[CH:16][C:15]=1[N+:23]([O-:25])=[O:24].O[N:27]=[C:28]([C:30]1[CH:35]=[CH:34][CH:33]=[CH:32][C:31]=1[O:36][CH3:37])[NH2:29].CCN(C(C)C)C(C)C. (3) Given the product [Cl:1][C:2]1[N:3]=[N+:4]([O-:13])[C:5]([Cl:8])=[CH:6][CH:7]=1, predict the reactants needed to synthesize it. The reactants are: [Cl:1][C:2]1[N:3]=[N:4][C:5]([Cl:8])=[CH:6][CH:7]=1.ClC1=C(Cl)C(OC1=O)=[O:13].OO.NC(N)=O.S([O-])([O-])=O.[Na+].[Na+]. (4) Given the product [OH:19][CH2:18][C:17]([NH:16][C:8]([C:5]1[CH:4]=[C:3]([O:11][CH2:12][CH:13]2[CH2:15][CH2:14]2)[C:2]([Cl:1])=[CH:7][N:6]=1)=[O:10])([CH3:22])[CH2:20][CH3:21], predict the reactants needed to synthesize it. The reactants are: [Cl:1][C:2]1[C:3]([O:11][CH2:12][CH:13]2[CH2:15][CH2:14]2)=[CH:4][C:5]([C:8]([OH:10])=O)=[N:6][CH:7]=1.[NH2:16][C:17]([CH3:22])([CH2:20][CH3:21])[CH2:18][OH:19]. (5) Given the product [CH2:20]([N:22]([CH2:23][CH3:24])[C:5](=[O:7])[C:4]1[CH:8]=[CH:9][N:10]=[C:2]([F:1])[CH:3]=1)[CH3:21], predict the reactants needed to synthesize it. The reactants are: [F:1][C:2]1[CH:3]=[C:4]([CH:8]=[CH:9][N:10]=1)[C:5]([OH:7])=O.CN(C)C=O.S(Cl)(Cl)=O.[CH2:20]([NH:22][CH2:23][CH3:24])[CH3:21]. (6) Given the product [NH2:34][C:31]1[N:30]2[N:51]=[CH:52][C:53]([C:54]3[CH:55]=[N:56][C:57]4[C:62]([CH:63]=3)=[CH:61][CH:60]=[CH:59][CH:58]=4)=[C:29]2[N:28]=[C:27]([CH:24]2[CH2:23][CH2:22][CH:21]([CH2:20][C:19]([OH:18])=[O:64])[CH2:26][CH2:25]2)[C:32]=1[C:4]1[CH:5]=[CH:6][N:1]=[CH:2][CH:3]=1, predict the reactants needed to synthesize it. The reactants are: [N:1]1[CH:6]=[CH:5][C:4](B(O)O)=[CH:3][CH:2]=1.C([O-])([O-])=O.[K+].[K+].C([O:18][C:19](=[O:64])[CH2:20][CH:21]1[CH2:26][CH2:25][CH:24]([C:27]2[C:32](Br)=[C:31]([N:34](COCC[Si](C)(C)C)COCC[Si](C)(C)C)[N:30]3[N:51]=[CH:52][C:53]([C:54]4[CH:55]=[N:56][C:57]5[C:62]([CH:63]=4)=[CH:61][CH:60]=[CH:59][CH:58]=5)=[C:29]3[N:28]=2)[CH2:23][CH2:22]1)C.Cl.